This data is from Full USPTO retrosynthesis dataset with 1.9M reactions from patents (1976-2016). The task is: Predict the reactants needed to synthesize the given product. (1) Given the product [CH3:15][O:14][C:13]1[CH:12]=[CH:11][C:10]([C:16]2[CH:20]=[C:19]([C:21]([O:23][CH3:24])=[O:22])[O:18][N:17]=2)=[CH:9][C:8]=1[B:25]1[O:29][C:28]([CH3:31])([CH3:30])[C:27]([CH3:33])([CH3:32])[O:26]1, predict the reactants needed to synthesize it. The reactants are: O1CCOCC1.I[C:8]1[CH:9]=[C:10]([C:16]2[CH:20]=[C:19]([C:21]([O:23][CH3:24])=[O:22])[O:18][N:17]=2)[CH:11]=[CH:12][C:13]=1[O:14][CH3:15].[B:25]1([B:25]2[O:29][C:28]([CH3:31])([CH3:30])[C:27]([CH3:33])([CH3:32])[O:26]2)[O:29][C:28]([CH3:31])([CH3:30])[C:27]([CH3:33])([CH3:32])[O:26]1.C([O-])(=O)C.[K+]. (2) Given the product [Cl:1][C:2]1[C:3]([F:45])=[C:4]([C@H:8]2[C@H:9]3[N:10]([C@H:53]([CH2:52][CH:49]4[CH2:50][CH2:51][O:46][CH2:47][CH2:48]4)[N:30]([C:31]4[CH:39]=[CH:38][C:34]([C:35]([OH:37])=[O:36])=[CH:33][CH:32]=4)[C:28]3=[O:29])[C@@H:11]([CH2:23][C:24]([CH3:27])([CH3:25])[CH3:26])[C@@:12]2([C:15]2[CH:20]=[CH:19][C:18]([Cl:21])=[CH:17][C:16]=2[F:22])[C:13]#[N:14])[CH:5]=[CH:6][CH:7]=1, predict the reactants needed to synthesize it. The reactants are: [Cl:1][C:2]1[C:3]([F:45])=[C:4]([C@@H:8]2[C@:12]([C:15]3[CH:20]=[CH:19][C:18]([Cl:21])=[CH:17][C:16]=3[F:22])([C:13]#[N:14])[C@H:11]([CH2:23][C:24]([CH3:27])([CH3:26])[CH3:25])[NH:10][C@H:9]2[C:28]([NH:30][C:31]2[CH:39]=[CH:38][C:34]([C:35]([OH:37])=[O:36])=[CH:33][C:32]=2OC(F)(F)F)=[O:29])[CH:5]=[CH:6][CH:7]=1.[O:46]1[CH2:51][CH2:50][CH:49]([CH2:52][CH:53]=O)[CH2:48][CH2:47]1.O. (3) Given the product [Cl:1][C:2]1[S:6][C:5]([B:7]2[O:9][C:14]([CH3:16])([CH3:15])[C:11]([CH3:13])([CH3:12])[O:8]2)=[CH:4][CH:3]=1, predict the reactants needed to synthesize it. The reactants are: [Cl:1][C:2]1[S:6][C:5]([B:7]([OH:9])[OH:8])=[CH:4][CH:3]=1.O[C:11]([C:14](O)([CH3:16])[CH3:15])([CH3:13])[CH3:12]. (4) Given the product [CH3:12][C:13]1[CH:43]=[CH:42][CH:41]=[C:40]([CH3:44])[C:14]=1[CH2:15][O:16][C:17]1[CH:26]=[C:5]2[C:4]([C:3]([C:1]3[CH:7]=[CH:8][C:3]([CH:53]=[O:55])=[CH:4][CH:5]=3)=[CH:8][C:7]([C:45]([OH:46])=[O:48])=[CH:6]2)=[CH:19][CH:18]=1, predict the reactants needed to synthesize it. The reactants are: [CH:1]([C:3]1[CH:8]=[CH:7][C:6](B(O)O)=[CH:5][CH:4]=1)=O.[CH3:12][C:13]1[CH:43]=[CH:42][CH:41]=[C:40]([CH3:44])[C:14]=1[CH2:15][O:16][C:17]1[CH:26]=C2C(C(OS(C(F)(F)F)(=O)=O)=CC(C(OCC)=O)=C2)=[CH:19][CH:18]=1.[C:45](=[O:48])([O-])[O-:46].[Na+].[Na+].[Li+].[OH-].[CH:53]([OH:55])=O.